Dataset: Full USPTO retrosynthesis dataset with 1.9M reactions from patents (1976-2016). Task: Predict the reactants needed to synthesize the given product. (1) Given the product [F:22][C@H:20]1[CH2:21][N:17]([C:15](=[O:16])[C@@H:14]([NH:13][C@@H:8]([C:5]2[CH:6]=[CH:7][C:2]([C:35]3[CH:36]=[CH:37][C:32]([F:31])=[CH:33][CH:34]=3)=[CH:3][CH:4]=2)[C:9]([F:12])([F:11])[F:10])[CH2:27][CH:28]([CH3:30])[CH3:29])[C@@H:18]2[C@@H:25]([OH:26])[CH2:24][O:23][C@H:19]12, predict the reactants needed to synthesize it. The reactants are: Br[C:2]1[CH:7]=[CH:6][C:5]([C@H:8]([NH:13][C@@H:14]([CH2:27][CH:28]([CH3:30])[CH3:29])[C:15]([N:17]2[CH2:21][C@H:20]([F:22])[C@H:19]3[O:23][CH2:24][C@H:25]([OH:26])[C@@H:18]23)=[O:16])[C:9]([F:12])([F:11])[F:10])=[CH:4][CH:3]=1.[F:31][C:32]1[CH:37]=[CH:36][C:35](B(O)O)=[CH:34][CH:33]=1. (2) Given the product [NH2:1][C:2]1[C:3]([CH3:32])=[C:4]([CH3:31])[C:5]([O:6][CH2:7][C:8]([N:10]([CH:12]2[CH2:17][CH2:16][N:15]([CH2:18][CH:19]([OH:20])[C:21]3[CH:26]=[CH:25][CH:24]=[CH:23][CH:22]=3)[CH2:14][CH2:13]2)[CH3:11])=[O:9])=[C:27]([CH3:30])[C:28]=1[CH3:29], predict the reactants needed to synthesize it. The reactants are: [NH2:1][C:2]1[C:28]([CH3:29])=[C:27]([CH3:30])[C:5]([O:6][CH2:7][C:8]([N:10]([CH:12]2[CH2:17][CH2:16][N:15]([CH2:18][C:19]([C:21]3[CH:26]=[CH:25][CH:24]=[CH:23][CH:22]=3)=[O:20])[CH2:14][CH2:13]2)[CH3:11])=[O:9])=[C:4]([CH3:31])[C:3]=1[CH3:32].[BH4-].[Na+]. (3) The reactants are: S(Cl)(C)(=O)=O.O[CH2:7][CH2:8][CH2:9][CH2:10][C:11]([C:13]1[CH:18]=[CH:17][CH:16]=[CH:15][CH:14]=1)=[O:12].CCN(CC)CC.[N:26]1([CH:32]2[CH2:37][CH2:36][NH:35][CH2:34][CH2:33]2)[CH2:31][CH2:30][CH2:29][CH2:28][CH2:27]1. Given the product [N:26]1([CH:32]2[CH2:37][CH2:36][N:35]([CH2:7][CH2:8][CH2:9][CH2:10][C:11]([C:13]3[CH:18]=[CH:17][CH:16]=[CH:15][CH:14]=3)=[O:12])[CH2:34][CH2:33]2)[CH2:31][CH2:30][CH2:29][CH2:28][CH2:27]1, predict the reactants needed to synthesize it. (4) Given the product [CH2:46]([O:48][C:49]([C:51]1[CH:56]=[CH:55][C:54]([C:10]2[CH2:9][N:8]([C:1]([O:3][C:4]([CH3:7])([CH3:6])[CH3:5])=[O:2])[CH2:12][CH:11]=2)=[CH:53][CH:52]=1)=[O:50])[CH3:47], predict the reactants needed to synthesize it. The reactants are: [C:1]([N:8]1[CH2:12][CH2:11][C:10](=O)[CH2:9]1)([O:3][C:4]([CH3:7])([CH3:6])[CH3:5])=[O:2].C[Si]([N-][Si](C)(C)C)(C)C.[Li+].FC(F)(F)S(N(C1C=CC(Cl)=CN=1)S(C(F)(F)F)(=O)=O)(=O)=O.[CH2:46]([O:48][C:49]([C:51]1[CH:56]=[CH:55][C:54](B(O)O)=[CH:53][CH:52]=1)=[O:50])[CH3:47].C(=O)([O-])[O-].[Na+].[Na+].